This data is from Full USPTO retrosynthesis dataset with 1.9M reactions from patents (1976-2016). The task is: Predict the reactants needed to synthesize the given product. (1) Given the product [CH3:1][O:2][C:3](=[O:25])[C:4]1[CH:9]=[C:8]([O:10][CH3:11])[C:7]([CH3:12])=[C:6]([O:13][CH3:14])[C:5]=1[O:15][C:16]1[CH:17]=[C:18]([O:23][CH3:24])[CH:19]=[C:20]([CH3:22])[C:21]=1[CH:26]=[O:27], predict the reactants needed to synthesize it. The reactants are: [CH3:1][O:2][C:3](=[O:25])[C:4]1[CH:9]=[C:8]([O:10][CH3:11])[C:7]([CH3:12])=[C:6]([O:13][CH3:14])[C:5]=1[O:15][C:16]1[CH:21]=[C:20]([CH3:22])[CH:19]=[C:18]([O:23][CH3:24])[CH:17]=1.[CH3:26][O:27]C(Cl)Cl. (2) The reactants are: [O:1]=[C:2]([N:5]1[C@H:9]([CH2:10][C:11]2[CH:16]=[CH:15][CH:14]=[CH:13][CH:12]=2)[CH2:8][O:7][C:6]1=[O:17])[CH2:3][CH3:4].CCN(C(C)C)C(C)C.[CH:27]([C@H:29]1[CH2:33][O:32][C:31]([CH3:35])([CH3:34])[N:30]1[C:36]([O:38][C:39]([CH3:42])([CH3:41])[CH3:40])=[O:37])=[O:28]. Given the product [CH2:10]([C@@H:9]1[CH2:8][O:7][C:6](=[O:17])[N:5]1[C:2](=[O:1])[C@H:3]([CH3:4])[C@H:27]([C@H:29]1[CH2:33][O:32][C:31]([CH3:35])([CH3:34])[N:30]1[C:36]([O:38][C:39]([CH3:42])([CH3:41])[CH3:40])=[O:37])[OH:28])[C:11]1[CH:12]=[CH:13][CH:14]=[CH:15][CH:16]=1, predict the reactants needed to synthesize it. (3) The reactants are: O.[NH2:2][C:3]1[CH:8]=[C:7]([OH:9])[N:6]=[C:5]([SH:10])[N:4]=1.[F:11][C:12]1[CH:13]=[C:14]([CH:17]=[CH:18][C:19]=1[F:20])[CH2:15]Br. Given the product [NH2:2][C:3]1[N:4]=[C:5]([S:10][CH2:15][C:14]2[CH:17]=[CH:18][C:19]([F:20])=[C:12]([F:11])[CH:13]=2)[N:6]=[C:7]([OH:9])[CH:8]=1, predict the reactants needed to synthesize it. (4) Given the product [OH:31][C@@H:27]1[C@@H:28]([OH:30])[CH2:29][N:25]([C:49]([O:51][C:52]([CH3:53])([CH3:54])[CH3:55])=[O:50])[CH2:26]1, predict the reactants needed to synthesize it. The reactants are: FC(F)(F)C([N:25]1[CH2:29][C@H:28]([OH:30])[C@@H:27]([OH:31])[CH2:26]1)C1C=CC2N(C(C3C=CC4C(=C(OC)C=CC=4)N=3)=NN=2)C=1.C(N(CC)CC)C.[CH3:53][C:52]([O:51][C:49](O[C:49]([O:51][C:52]([CH3:55])([CH3:54])[CH3:53])=[O:50])=[O:50])([CH3:55])[CH3:54]. (5) Given the product [C:22]1([S:19]([NH:18][C:14]2[CH:13]=[C:12]3[C:17](=[CH:16][CH:15]=2)[C:8]([CH2:7][NH:6][CH2:5][C:4]([NH:30][CH3:29])=[O:28])=[CH:9][CH:10]=[CH:11]3)(=[O:21])=[O:20])[CH:27]=[CH:26][CH:25]=[CH:24][CH:23]=1, predict the reactants needed to synthesize it. The reactants are: C(O[C:4](=[O:28])[CH2:5][NH:6][CH2:7][C:8]1[C:17]2[C:12](=[CH:13][C:14]([NH:18][S:19]([C:22]3[CH:27]=[CH:26][CH:25]=[CH:24][CH:23]=3)(=[O:21])=[O:20])=[CH:15][CH:16]=2)[CH:11]=[CH:10][CH:9]=1)C.[CH3:29][NH2:30]. (6) Given the product [NH2:1][C:2]1[N:3]=[CH:4][C:5]([P:9](=[O:10])([O:14][CH2:15][CH3:16])[O:11][CH2:12][CH3:13])=[CH:6][CH:7]=1, predict the reactants needed to synthesize it. The reactants are: [NH2:1][C:2]1[CH:7]=[CH:6][C:5](Br)=[CH:4][N:3]=1.[P:9]([O-])([O:14][CH2:15][CH3:16])([O:11][CH2:12][CH3:13])=[O:10].C(N(CC)CC)C.C1(P(C2C=CC=CC=2)C2C=CC=CC=2)C=CC=CC=1. (7) Given the product [Cl:1][C:2]1[N:3]=[CH:4][N:5]=[C:6]([O:8][C:9]2[CH:10]=[CH:11][C:12]([NH:15][C:16]([NH:32][C:29]3[CH:30]=[CH:31][C:26]([O:25][CH:22]4[CH2:21][CH2:20][N:19]([CH3:18])[CH2:24][CH2:23]4)=[C:27]([C:33]([F:36])([F:34])[F:35])[CH:28]=3)=[O:17])=[CH:13][CH:14]=2)[CH:7]=1, predict the reactants needed to synthesize it. The reactants are: [Cl:1][C:2]1[CH:7]=[C:6]([O:8][C:9]2[CH:14]=[CH:13][C:12]([N:15]=[C:16]=[O:17])=[CH:11][CH:10]=2)[N:5]=[CH:4][N:3]=1.[CH3:18][N:19]1[CH2:24][CH2:23][CH:22]([O:25][C:26]2[CH:31]=[CH:30][C:29]([NH2:32])=[CH:28][C:27]=2[C:33]([F:36])([F:35])[F:34])[CH2:21][CH2:20]1. (8) Given the product [C:2]([O:7][CH2:8][S:9]/[C:10](=[N:12]/[C:13]1[CH:18]=[CH:17][C:16]([O:19][CH3:20])=[CH:15][C:14]=1[CH3:21])/[NH:11][C:42](=[O:43])[NH:41][C:38]1[CH:39]=[CH:40][C:35]([C:32]2[N:33]=[CH:34][N:30]([C:27]3[CH:28]=[CH:29][C:24]([C:23]([F:55])([F:54])[F:22])=[CH:25][CH:26]=3)[N:31]=2)=[CH:36][CH:37]=1)(=[O:6])[CH:3]([CH3:5])[CH3:4], predict the reactants needed to synthesize it. The reactants are: Br.[C:2]([O:7][CH2:8][S:9]/[C:10](=[N:12]/[C:13]1[CH:18]=[CH:17][C:16]([O:19][CH3:20])=[CH:15][C:14]=1[CH3:21])/[NH2:11])(=[O:6])[CH:3]([CH3:5])[CH3:4].[F:22][C:23]([F:55])([F:54])[C:24]1[CH:29]=[CH:28][C:27]([N:30]2[CH:34]=[N:33][C:32]([C:35]3[CH:40]=[CH:39][C:38]([NH:41][C:42](=O)[O:43]C4C=CC([N+]([O-])=O)=CC=4)=[CH:37][CH:36]=3)=[N:31]2)=[CH:26][CH:25]=1.C(N(C(C)C)C(C)C)C. (9) Given the product [CH2:12]([NH:14][C:2]1[CH:7]=[CH:6][C:5]([C:8]([F:11])([F:10])[F:9])=[CH:4][N:3]=1)[CH3:13], predict the reactants needed to synthesize it. The reactants are: Cl[C:2]1[CH:7]=[CH:6][C:5]([C:8]([F:11])([F:10])[F:9])=[CH:4][N:3]=1.[CH2:12]([NH2:14])[CH3:13].C(=O)([O-])[O-].[K+].[K+]. (10) Given the product [C:39]([O:38][C:36]([C:33]1[CH:32]=[CH:31][C:30]([C:17]2[C:18]([CH3:29])([CH3:28])[C@H:19]3[C@:14]([CH3:43])([CH2:15][CH:16]=2)[C@@H:13]2[C@:22]([CH3:27])([C@@:23]4([CH3:26])[C@H:10]([CH2:11][CH2:12]2)[C@H:9]2[C@H:5]([C:3]([CH2:2][N:58]([CH2:57][CH2:56][N:55]([CH3:60])[CH3:54])[CH3:59])=[CH2:4])[CH2:6][CH2:7][C@:8]2([C:44]([OH:46])=[O:45])[CH2:25][CH2:24]4)[CH2:21][CH2:20]3)=[CH:35][CH:34]=1)=[O:37])([CH3:42])([CH3:40])[CH3:41], predict the reactants needed to synthesize it. The reactants are: Br[CH2:2][C:3]([C@H:5]1[C@@H:9]2[C@@H:10]3[C@@:23]([CH3:26])([CH2:24][CH2:25][C@@:8]2([C:44]([O:46][Si](C(C)(C)C)(C)C)=[O:45])[CH2:7][CH2:6]1)[C@@:22]1([CH3:27])[C@@H:13]([C@:14]2([CH3:43])[C@@H:19]([CH2:20][CH2:21]1)[C:18]([CH3:29])([CH3:28])[C:17]([C:30]1[CH:35]=[CH:34][C:33]([C:36]([O:38][C:39]([CH3:42])([CH3:41])[CH3:40])=[O:37])=[CH:32][CH:31]=1)=[CH:16][CH2:15]2)[CH2:12][CH2:11]3)=[CH2:4].[CH3:54][N:55]([CH3:60])[CH2:56][CH2:57][NH:58][CH3:59].